From a dataset of Catalyst prediction with 721,799 reactions and 888 catalyst types from USPTO. Predict which catalyst facilitates the given reaction. (1) Reactant: [N+:1]([C:4]1[CH:5]=[N:6][NH:7][CH:8]=1)([O-:3])=[O:2].Br[CH2:10][CH2:11][CH2:12][CH2:13][F:14].C(=O)([O-])[O-].[K+].[K+].C(OCC)(=O)C. Product: [F:14][CH2:13][CH2:12][CH2:11][CH2:10][N:6]1[CH:5]=[C:4]([N+:1]([O-:3])=[O:2])[CH:8]=[N:7]1. The catalyst class is: 9. (2) Reactant: [CH2:1]([C:5]1[N:6]=[C:7]([CH:27]([CH3:29])[CH3:28])[NH:8][C:9](=[O:26])[C:10]=1[CH2:11][C:12]1[CH:17]=[CH:16][C:15]([C:18]2[C:19]([C:24]#[N:25])=[CH:20][CH:21]=[CH:22][CH:23]=2)=[CH:14][CH:13]=1)[CH2:2][CH2:3][CH3:4].[O:30]1[C:34]2[CH:35]=[CH:36][C:37](B(O)O)=[CH:38][C:33]=2[CH2:32][CH2:31]1.N1C=CC=CC=1.C(N(CC)CC)C. Product: [CH2:1]([C:5]1[N:6]=[C:7]([CH:27]([CH3:28])[CH3:29])[N:8]([C:37]2[CH:36]=[CH:35][C:34]3[O:30][CH2:31][CH2:32][C:33]=3[CH:38]=2)[C:9](=[O:26])[C:10]=1[CH2:11][C:12]1[CH:17]=[CH:16][C:15]([C:18]2[C:19]([C:24]#[N:25])=[CH:20][CH:21]=[CH:22][CH:23]=2)=[CH:14][CH:13]=1)[CH2:2][CH2:3][CH3:4]. The catalyst class is: 651.